Dataset: Forward reaction prediction with 1.9M reactions from USPTO patents (1976-2016). Task: Predict the product of the given reaction. (1) Given the reactants [NH2:1][C:2]1[CH:17]=[CH:16][CH:15]=[C:14]([Cl:18])[C:3]=1[C:4]([NH:6][C:7]1[CH:12]=[CH:11][CH:10]=[CH:9][C:8]=1[CH3:13])=[O:5].[CH3:19][CH2:20][C@H:21]([NH:25][C:26]([O:28][C:29]([CH3:32])([CH3:31])[CH3:30])=[O:27])[C:22](O)=[O:23].CCN(C(C)C)C(C)C.CN(C(ON1N=NC2C=CC=NC1=2)=[N+](C)C)C.F[P-](F)(F)(F)(F)F, predict the reaction product. The product is: [C:29]([O:28][C:26](=[O:27])[NH:25][C@@H:21]([CH2:20][CH3:19])[C:22]([NH:1][C:2]1[CH:17]=[CH:16][CH:15]=[C:14]([Cl:18])[C:3]=1[C:4](=[O:5])[NH:6][C:7]1[CH:12]=[CH:11][CH:10]=[CH:9][C:8]=1[CH3:13])=[O:23])([CH3:32])([CH3:31])[CH3:30]. (2) Given the reactants [Cl:1][C:2]1[CH:11]=[C:10]2[C:5]([C:6](=[O:18])[C:7]([C:13](OCC)=[O:14])=[CH:8][N:9]2[CH3:12])=[CH:4][CH:3]=1.[NH3:19], predict the reaction product. The product is: [Cl:1][C:2]1[CH:11]=[C:10]2[C:5]([C:6](=[O:18])[C:7]([C:13]([NH2:19])=[O:14])=[CH:8][N:9]2[CH3:12])=[CH:4][CH:3]=1.